Dataset: Forward reaction prediction with 1.9M reactions from USPTO patents (1976-2016). Task: Predict the product of the given reaction. (1) Given the reactants [F:1][C:2]([F:13])([F:12])[C:3]1[CH:11]=[CH:10][C:6]([CH:7]=[N:8][OH:9])=[CH:5][CH:4]=1.[Cl:14]NC(=O)CCC(N)=O.Cl.ClN1C(=O)CCC1=O, predict the reaction product. The product is: [OH:9][N:8]=[C:7]([Cl:14])[C:6]1[CH:10]=[CH:11][C:3]([C:2]([F:12])([F:13])[F:1])=[CH:4][CH:5]=1. (2) Given the reactants [F:1][C:2]1[CH:7]=[CH:6][C:5]([C:8]2[CH:9]=[N:10][C:11]([N:14]3[CH2:19][CH2:18][N:17](C(OC(C)(C)C)=O)[CH2:16][CH2:15]3)=[N:12][CH:13]=2)=[CH:4][CH:3]=1.FC(F)(F)C(O)=O.C(N(CC)CC)C.[CH3:41][S:42](Cl)(=[O:44])=[O:43], predict the reaction product. The product is: [F:1][C:2]1[CH:7]=[CH:6][C:5]([C:8]2[CH:9]=[N:10][C:11]([N:14]3[CH2:19][CH2:18][N:17]([S:42]([CH3:41])(=[O:44])=[O:43])[CH2:16][CH2:15]3)=[N:12][CH:13]=2)=[CH:4][CH:3]=1. (3) Given the reactants [CH3:1][NH:2][CH2:3][C:4]1[CH:9]=[CH:8][C:7]([C:10]([N:12]2[CH2:18][C:17]3([CH3:20])[CH2:19][CH:13]2[CH2:14][C:15]([CH3:22])([CH3:21])[CH2:16]3)=[O:11])=[CH:6][CH:5]=1.[C:23]([C:25]1[CH:26]=[C:27]([CH:31]=[CH:32][CH:33]=1)[C:28](Cl)=[O:29])#[N:24], predict the reaction product. The product is: [C:23]([C:25]1[CH:26]=[C:27]([CH:31]=[CH:32][CH:33]=1)[C:28]([N:2]([CH3:1])[CH2:3][C:4]1[CH:5]=[CH:6][C:7]([C:10]([N:12]2[CH2:18][C:17]3([CH3:20])[CH2:19][CH:13]2[CH2:14][C:15]([CH3:22])([CH3:21])[CH2:16]3)=[O:11])=[CH:8][CH:9]=1)=[O:29])#[N:24]. (4) The product is: [C:13]([O:23][C:24]([C:30]([O:33][C:34]([C:5]([C:4]([C:8]([F:11])([F:10])[F:9])([F:12])[F:3])([O:6][CH2:42][CH3:43])[F:7])([C:36]([F:1])([F:37])[F:38])[F:35])([F:32])[F:31])([C:26]([F:28])([F:27])[F:29])[F:25])([C:16]([C:19]([F:22])([F:21])[F:20])([F:18])[F:17])([F:15])[F:14]. Given the reactants [F-:1].[K+].[F:3][C:4]([F:12])([C:8]([F:11])([F:10])[F:9])[C:5]([F:7])=[O:6].[C:13]([O:23][C:24]([C:30]([O:33][C:34](=[C:36]([F:38])[F:37])[F:35])([F:32])[F:31])([C:26]([F:29])([F:28])[F:27])[F:25])([C:16]([C:19]([F:22])([F:21])[F:20])([F:18])[F:17])([F:15])[F:14].C(O[CH:42]=[CH2:43])=C.S(OCC)(OCC)(=O)=O.[OH-].[K+], predict the reaction product. (5) Given the reactants [C:1]1([C:7]([C:13]2[CH:18]=[CH:17][CH:16]=[CH:15][CH:14]=2)([CH2:11][CH3:12])[C:8](O)=[O:9])[CH:6]=[CH:5][CH:4]=[CH:3][CH:2]=1.[NH2:19][CH2:20][CH2:21][CH2:22][N:23]1[CH2:28][CH2:27][CH:26]([C:29]2[CH:30]=[C:31]([NH:35][C:36](=[O:39])[CH2:37][CH3:38])[CH:32]=[CH:33][CH:34]=2)[CH2:25][CH2:24]1, predict the reaction product. The product is: [C:13]1([C:7]([C:1]2[CH:2]=[CH:3][CH:4]=[CH:5][CH:6]=2)([CH2:11][CH3:12])[C:8]([NH:19][CH2:20][CH2:21][CH2:22][N:23]2[CH2:28][CH2:27][CH:26]([C:29]3[CH:34]=[CH:33][CH:32]=[C:31]([NH:35][C:36](=[O:39])[CH2:37][CH3:38])[CH:30]=3)[CH2:25][CH2:24]2)=[O:9])[CH:14]=[CH:15][CH:16]=[CH:17][CH:18]=1. (6) Given the reactants [N+:1]([C:4]1[CH:31]=[CH:30][C:7]([O:8][C:9]2[CH:10]=[CH:11][C:12]([NH:19][S:20]([C:23]3[CH:28]=[CH:27][C:26]([CH3:29])=[CH:25][CH:24]=3)(=[O:22])=[O:21])=[C:13]([CH:18]=2)[C:14]([O:16][CH3:17])=[O:15])=[CH:6][C:5]=1[C:32]([O:34][CH3:35])=[O:33])([O-])=O.[Cl-].[NH4+], predict the reaction product. The product is: [NH2:1][C:4]1[CH:31]=[CH:30][C:7]([O:8][C:9]2[CH:10]=[CH:11][C:12]([NH:19][S:20]([C:23]3[CH:28]=[CH:27][C:26]([CH3:29])=[CH:25][CH:24]=3)(=[O:22])=[O:21])=[C:13]([CH:18]=2)[C:14]([O:16][CH3:17])=[O:15])=[CH:6][C:5]=1[C:32]([O:34][CH3:35])=[O:33].